Dataset: Forward reaction prediction with 1.9M reactions from USPTO patents (1976-2016). Task: Predict the product of the given reaction. (1) Given the reactants [CH2:1]([C:3]1[O:8][C:7](=[O:9])[CH:6]=[C:5]([OH:10])[CH:4]=1)[CH3:2].[C:11](=O)([O-])[O-].[K+].[K+].COS(OC)(=O)=O, predict the reaction product. The product is: [CH2:1]([C:3]1[O:8][C:7](=[O:9])[CH:6]=[C:5]([O:10][CH3:11])[CH:4]=1)[CH3:2]. (2) Given the reactants C[O:2][C:3](=[O:44])[C@H:4]([OH:43])[CH2:5][NH:6][C:7](=[O:42])[C:8]1[CH:13]=[CH:12][C:11]([CH:14]([NH:27][C:28]([NH:30][C:31]2[CH:36]=[CH:35][C:34]([S:37][C:38]([F:41])([F:40])[F:39])=[CH:33][CH:32]=2)=[O:29])[C:15]2[CH:20]=[CH:19][C:18]([CH:21]3[CH2:26][CH2:25][CH2:24][CH2:23][CH2:22]3)=[CH:17][CH:16]=2)=[CH:10][CH:9]=1.[OH-].[Na+], predict the reaction product. The product is: [CH:21]1([C:18]2[CH:17]=[CH:16][C:15]([CH:14]([NH:27][C:28]([NH:30][C:31]3[CH:36]=[CH:35][C:34]([S:37][C:38]([F:41])([F:39])[F:40])=[CH:33][CH:32]=3)=[O:29])[C:11]3[CH:12]=[CH:13][C:8]([C:7]([NH:6][CH2:5][C@@H:4]([OH:43])[C:3]([OH:44])=[O:2])=[O:42])=[CH:9][CH:10]=3)=[CH:20][CH:19]=2)[CH2:26][CH2:25][CH2:24][CH2:23][CH2:22]1. (3) Given the reactants [F:1][C:2]1[CH:11]=[C:10]2[C:5]([C:6](O)=[CH:7][N:8]=[N:9]2)=[CH:4][C:3]=1[O:13][CH3:14].C(Cl)(Cl)Cl.P(Br)(Br)([Br:21])=O, predict the reaction product. The product is: [Br:21][C:6]1[C:5]2[C:10](=[CH:11][C:2]([F:1])=[C:3]([O:13][CH3:14])[CH:4]=2)[N:9]=[N:8][CH:7]=1. (4) Given the reactants Cl.[N:2]1[CH:7]=[CH:6][C:5]([CH2:8][SH:9])=[CH:4][CH:3]=1.C(=O)([O-])[O-].[K+].[K+].Cl[C:17]1[C:22]([C:23]([NH:25][C:26]2[CH:31]=[CH:30][C:29]([S:32]([C:35]([F:38])([F:37])[F:36])(=[O:34])=[O:33])=[CH:28][CH:27]=2)=[O:24])=[CH:21][CH:20]=[CH:19][N:18]=1, predict the reaction product. The product is: [N:2]1[CH:7]=[CH:6][C:5]([CH2:8][S:9][C:17]2[C:22]([C:23]([NH:25][C:26]3[CH:27]=[CH:28][C:29]([S:32]([C:35]([F:38])([F:36])[F:37])(=[O:34])=[O:33])=[CH:30][CH:31]=3)=[O:24])=[CH:21][CH:20]=[CH:19][N:18]=2)=[CH:4][CH:3]=1. (5) Given the reactants [NH2:1][C:2]1[CH:3]=[C:4]2[C:8](=[CH:9][C:10]=1[NH2:11])[N:7]([CH2:12][CH2:13][CH2:14][N:15]1[CH2:20][CH2:19][O:18][CH2:17][CH2:16]1)[C:6](=[O:21])[C:5]2([CH3:23])[CH3:22].[F:24][C:25]([F:35])([F:34])[C:26]1[CH:27]=[C:28]([C:31](O)=O)[NH:29][N:30]=1.O=P12OP3(OP(OP(O3)(O1)=O)(=O)O2)=O, predict the reaction product. The product is: [CH3:22][C:5]1([CH3:23])[C:4]2[CH:3]=[C:2]3[NH:1][C:31]([C:28]4[NH:29][N:30]=[C:26]([C:25]([F:35])([F:34])[F:24])[CH:27]=4)=[N:11][C:10]3=[CH:9][C:8]=2[N:7]([CH2:12][CH2:13][CH2:14][N:15]2[CH2:16][CH2:17][O:18][CH2:19][CH2:20]2)[C:6]1=[O:21]. (6) The product is: [CH2:19]([N:18]1[CH:12]2[CH2:13][O:14][CH2:15][CH:16]1[CH2:17][NH:10][CH2:11]2)[C:20]1[CH:25]=[CH:24][CH:23]=[CH:22][CH:21]=1. Given the reactants C1(S([N:10]2[CH2:17][CH:16]3[N:18]([CH2:19][C:20]4[CH:25]=[CH:24][CH:23]=[CH:22][CH:21]=4)[CH:12]([CH2:13][O:14][CH2:15]3)[CH2:11]2)(=O)=O)C=CC=CC=1.[OH-].[Na+], predict the reaction product.